This data is from Full USPTO retrosynthesis dataset with 1.9M reactions from patents (1976-2016). The task is: Predict the reactants needed to synthesize the given product. (1) Given the product [NH:1]1[C:9]2[C:4](=[CH:5][CH:6]=[CH:7][CH:8]=2)[CH:3]([C:41]([C:43]2[CH:44]=[CH:45][C:46]([NH:49][C:50]3[S:54][N:53]=[C:52]([OH:55])[C:51]=3[C:56]([NH:58][CH:59]([CH3:62])[CH2:60][OH:61])=[NH:57])=[CH:47][CH:48]=2)=[O:42])[CH2:2]1, predict the reactants needed to synthesize it. The reactants are: [N:1]1(C(C2C=C(NC3(O)C(C(=N)NC(C)CO)=CSN3)C=CC=2)=O)[C:9]2[C:4](=[CH:5][CH:6]=[CH:7][CH:8]=2)[CH:3]=[CH:2]1.N1([C:41]([C:43]2[CH:48]=[CH:47][C:46]([NH:49][C:50]3[S:54][N:53]=[C:52]([OH:55])[C:51]=3[C:56]#[N:57])=[CH:45][CH:44]=2)=[O:42])C2C(=CC=CC=2)CC1.[NH2:58][CH:59]([CH3:62])[CH2:60][OH:61]. (2) Given the product [Cl:1][CH2:2][CH2:3][CH2:4][CH2:5][N:6]1[C:14]([O:15][CH3:16])=[N:13][C:12]2[C:7]1=[N:8][C:9]([NH:35][C@@H:31]([CH3:30])[CH2:32][CH2:33][CH3:34])=[N:10][C:11]=2[NH2:17], predict the reactants needed to synthesize it. The reactants are: [Cl:1][CH2:2][CH2:3][CH2:4][CH2:5][N:6]1[C:14]([O:15][CH3:16])=[N:13][C:12]2[C:7]1=[N:8][C:9](O[C@@H](C)CC)=[N:10][C:11]=2[NH2:17].FC(F)(F)C(O)=O.[CH3:30][C@H:31]([NH:35]C1NC2C(N=C(OC)N=2)=C(N)N=1)[CH2:32][CH2:33][CH3:34].BrCCCCCl. (3) Given the product [Br:1][C:2]1[CH:7]=[CH:6][C:5]2[C:8]3([O:26][C:27](=[O:28])[C:4]=2[CH:3]=1)[CH2:9][CH2:10][N:11]([C:14]([C:16]1[C:24]2[C:19](=[CH:20][C:21]([Cl:25])=[CH:22][CH:23]=2)[N:18]([S:37]([C:32]2[CH:31]=[C:30]([F:29])[CH:35]=[C:34]([F:36])[CH:33]=2)(=[O:39])=[O:38])[CH:17]=1)=[O:15])[CH2:12][CH2:13]3, predict the reactants needed to synthesize it. The reactants are: [Br:1][C:2]1[CH:7]=[CH:6][C:5]2[C:8]3([O:26][C:27](=[O:28])[C:4]=2[CH:3]=1)[CH2:13][CH2:12][N:11]([C:14]([C:16]1[C:24]2[C:19](=[CH:20][C:21]([Cl:25])=[CH:22][CH:23]=2)[NH:18][CH:17]=1)=[O:15])[CH2:10][CH2:9]3.[F:29][C:30]1[CH:31]=[C:32]([S:37](Cl)(=[O:39])=[O:38])[CH:33]=[C:34]([F:36])[CH:35]=1. (4) Given the product [NH:6]1[CH2:10][CH2:9][N:8]=[C:7]1[CH2:11][N:12]1[C:20]2[C:15](=[CH:16][CH:17]=[CH:18][C:19]=2[CH3:1])[C:14]([S:22]([CH3:25])(=[O:24])=[O:23])=[CH:13]1, predict the reactants needed to synthesize it. The reactants are: [CH3:1]S(N)(=O)=O.[NH:6]1[CH2:10][CH2:9][N:8]=[C:7]1[CH2:11][N:12]1[C:20]2[C:15](=[CH:16][C:17](N)=[CH:18][CH:19]=2)[C:14]([S:22]([CH3:25])(=[O:24])=[O:23])=[CH:13]1.CS(Cl)(=O)=O. (5) Given the product [O:30]1[CH2:31][CH2:32][N:27]([C:25]([C:22]2[CH:23]=[CH:24][C:19]([C:16]3[CH:17]=[CH:18][C:13]4[N:14]([C:10]([C:9]#[C:8][C:6]5[CH:5]=[CH:4][N:3]=[C:2]([NH:37][C:36]6[CH:38]=[CH:39][CH:40]=[CH:41][C:35]=6[C:34]([F:33])([F:42])[F:43])[CH:7]=5)=[CH:11][N:12]=4)[N:15]=3)=[CH:20][CH:21]=2)=[O:26])[CH2:28][CH2:29]1, predict the reactants needed to synthesize it. The reactants are: Cl[C:2]1[CH:7]=[C:6]([C:8]#[C:9][C:10]2[N:14]3[N:15]=[C:16]([C:19]4[CH:24]=[CH:23][C:22]([C:25]([N:27]5[CH2:32][CH2:31][O:30][CH2:29][CH2:28]5)=[O:26])=[CH:21][CH:20]=4)[CH:17]=[CH:18][C:13]3=[N:12][CH:11]=2)[CH:5]=[CH:4][N:3]=1.[F:33][C:34]([F:43])([F:42])[C:35]1[CH:41]=[CH:40][CH:39]=[CH:38][C:36]=1[NH2:37].